Dataset: Forward reaction prediction with 1.9M reactions from USPTO patents (1976-2016). Task: Predict the product of the given reaction. (1) Given the reactants [CH3:1][O:2][C:3]1[CH:12]=[C:11]2[C:6]([CH2:7][CH2:8][C:9](=O)[CH:10]2[C:13]([O:15]CC)=O)=[CH:5][CH:4]=1.[NH:19]([C:21]1[CH:26]=[CH:25][CH:24]=[CH:23][N:22]=1)[NH2:20], predict the reaction product. The product is: [CH3:1][O:2][C:3]1[CH:4]=[CH:5][C:6]2[CH2:7][CH2:8][C:9]3[C:10](=[C:13]([OH:15])[N:19]([C:21]4[CH:26]=[CH:25][CH:24]=[CH:23][N:22]=4)[N:20]=3)[C:11]=2[CH:12]=1. (2) Given the reactants [CH3:1][C:2]1[N:3]=[C:4]([C:24]2[CH:29]=[CH:28][CH:27]=[CH:26][C:25]=2[O:30]CC2C=CC=CC=2)[N:5]([CH2:16][CH2:17][C:18]2[CH:23]=[CH:22][CH:21]=[CH:20][CH:19]=2)[C:6](=[O:15])[C:7]=1[C:8]1[S:12][C:11]([C:13]#[N:14])=[CH:10][CH:9]=1.N#N, predict the reaction product. The product is: [NH2:14][CH2:13][C:11]1[S:12][C:8]([C:7]2[C:6](=[O:15])[N:5]([CH2:16][CH2:17][C:18]3[CH:19]=[CH:20][CH:21]=[CH:22][CH:23]=3)[C:4]([C:24]3[CH:29]=[CH:28][CH:27]=[CH:26][C:25]=3[OH:30])=[N:3][C:2]=2[CH3:1])=[CH:9][CH:10]=1. (3) Given the reactants [F:1][C:2]1[CH:9]=[CH:8][C:5]([CH:6]=O)=[CH:4][CH:3]=1.Cl.[NH2:11][OH:12].Br[CH2:14][C:15]([O:17][C:18]([CH3:21])([CH3:20])[CH3:19])=[O:16], predict the reaction product. The product is: [C:18]([O:17][C:15](=[O:16])[CH2:14][O:12][N:11]=[CH:6][C:5]1[CH:8]=[CH:9][C:2]([F:1])=[CH:3][CH:4]=1)([CH3:21])([CH3:20])[CH3:19]. (4) Given the reactants [Br:1][C:2]1[CH:7]=[CH:6][C:5]([N:8]=[C:9]=S)=[CH:4][CH:3]=1.[NH2:11][C:12]1[CH:17]=[C:16]([CH2:18][CH3:19])[CH:15]=[CH:14][C:13]=1[OH:20].C(N(CC)CC)C, predict the reaction product. The product is: [Br:1][C:2]1[CH:7]=[CH:6][C:5]([NH:8][C:9]2[O:20][C:13]3[CH:14]=[CH:15][C:16]([CH2:18][CH3:19])=[CH:17][C:12]=3[N:11]=2)=[CH:4][CH:3]=1. (5) Given the reactants N#N.Br[C:4]1[CH:5]=[C:6]2[C:11](=[CH:12][CH:13]=1)[O:10][C:9](=[O:14])[CH:8]=[C:7]2[NH:15][CH:16]1[CH2:21][CH2:20][N:19]([CH2:22][CH:23]=[CH:24][C:25]2[CH:30]=[CH:29][CH:28]=[CH:27][CH:26]=2)[CH2:18][CH2:17]1.C([O-])([O-])=O.[Cs+].[Cs+].[C:37]1([CH3:46])[CH:42]=[CH:41][CH:40]=[CH:39][C:38]=1OBO, predict the reaction product. The product is: [C:37]1([CH3:46])[CH:42]=[CH:41][CH:40]=[CH:39][C:38]=1[C:4]1[CH:5]=[C:6]2[C:11](=[CH:12][CH:13]=1)[O:10][C:9](=[O:14])[CH:8]=[C:7]2[NH:15][CH:16]1[CH2:21][CH2:20][N:19]([CH2:22][CH:23]=[CH:24][C:25]2[CH:26]=[CH:27][CH:28]=[CH:29][CH:30]=2)[CH2:18][CH2:17]1. (6) Given the reactants [CH:1]#[C:2][CH2:3][CH2:4][CH3:5].[N:6]([CH2:9][C:10]1[C:11]([C:30]([NH:32][N:33]2[CH2:38][CH2:37][CH2:36][CH2:35][CH2:34]2)=[O:31])=[N:12][C:13]([C:23]2[CH:28]=[CH:27][C:26]([Cl:29])=[CH:25][CH:24]=2)=[C:14]([C:16]2[CH:21]=[CH:20][C:19]([Cl:22])=[CH:18][CH:17]=2)[N:15]=1)=[N+:7]=[N-:8].O=C1O[C@H]([C@H](CO)O)C([O-])=C1O.[Na+].C1COCC1, predict the reaction product. The product is: [Cl:22][C:19]1[CH:20]=[CH:21][C:16]([C:14]2[N:15]=[C:10]([CH2:9][N:6]3[CH:1]=[C:2]([CH2:3][CH2:4][CH3:5])[N:8]=[N:7]3)[C:11]([C:30]([NH:32][N:33]3[CH2:38][CH2:37][CH2:36][CH2:35][CH2:34]3)=[O:31])=[N:12][C:13]=2[C:23]2[CH:24]=[CH:25][C:26]([Cl:29])=[CH:27][CH:28]=2)=[CH:17][CH:18]=1.